This data is from Retrosynthesis with 50K atom-mapped reactions and 10 reaction types from USPTO. The task is: Predict the reactants needed to synthesize the given product. (1) Given the product CCOC(=O)C(C)(Cc1ccc(OCCC2CN(Cc3ccc(C(F)(F)F)cc3)C(=O)N2CC)cc1)Oc1ccccc1, predict the reactants needed to synthesize it. The reactants are: CCI.CCOC(=O)C(C)(Cc1ccc(OCCC2CN(Cc3ccc(C(F)(F)F)cc3)C(=O)N2)cc1)Oc1ccccc1. (2) Given the product CC(C(=O)O)c1cc(C#N)ccc1OCc1ccccc1, predict the reactants needed to synthesize it. The reactants are: COC(=O)C(C)c1cc(C#N)ccc1OCc1ccccc1. (3) Given the product FC(F)(F)Oc1ccc(Nc2nc(Cl)nc3c2ncn3C2CCSC2)cc1, predict the reactants needed to synthesize it. The reactants are: Clc1nc(Cl)c2ncn(C3CCSC3)c2n1.Nc1ccc(OC(F)(F)F)cc1. (4) Given the product CCCCN(CCCC)C(=O)Cc1c(C(=O)c2ccccc2)oc2ccc(OC)cc12, predict the reactants needed to synthesize it. The reactants are: CCCCNCCCC.COc1ccc2oc(C(=O)c3ccccc3)c(CC(=O)O)c2c1. (5) Given the product CCOC(=O)CCN1CCC(C(=O)O)CC1, predict the reactants needed to synthesize it. The reactants are: CCOC(=O)CCN1CCC(C(=O)OCc2ccccc2)CC1. (6) Given the product CC(C)(CO)C(=O)NCCn1ccc2ncnc(Nc3ccc(Oc4cccc5sncc45)c(Cl)c3)c21, predict the reactants needed to synthesize it. The reactants are: CC(C)(CO)C(=O)O.NCCn1ccc2ncnc(Nc3ccc(Oc4cccc5sncc45)c(Cl)c3)c21.